This data is from Reaction yield outcomes from USPTO patents with 853,638 reactions. The task is: Predict the reaction yield, written as a fraction of the theoretical maximum amount of product (1.0 means a 100% yield; for example, 0.34 means a 34% yield). (1) The reactants are [NH2:1][C:2]1[C:11]2[CH:10]=[CH:9][C:8]([F:12])=[C:7](Br)[C:6]=2[N:5]=[C:4]2[CH2:14][N:15]([CH:18]3[CH2:21][CH2:20][CH2:19]3)[C:16](=[O:17])[C:3]=12.[F:22][C:23]1[C:28]([O:29][CH3:30])=[CH:27][CH:26]=[CH:25][C:24]=1B(O)O.C(=O)([O-])[O-].[K+].[K+]. The catalyst is C(#N)C.O.C(OCC)(=O)C. The product is [NH2:1][C:2]1[C:11]2[CH:10]=[CH:9][C:8]([F:12])=[C:7]([C:24]3[CH:25]=[CH:26][CH:27]=[C:28]([O:29][CH3:30])[C:23]=3[F:22])[C:6]=2[N:5]=[C:4]2[CH2:14][N:15]([CH:18]3[CH2:21][CH2:20][CH2:19]3)[C:16](=[O:17])[C:3]=12. The yield is 0.470. (2) The reactants are [NH2:1][C:2]1[C:10]2[C:5](=[N:6][C:7]([O:13][CH2:14][C:15](O)=[O:16])=[C:8]([Cl:12])[C:9]=2[CH3:11])[S:4][C:3]=1[C:18](=[O:23])[NH:19][CH:20]1[CH2:22][CH2:21]1.O.ON1C2C=CC=CC=2N=N1.C(N(CC)C(C)C)(C)C.Cl.CN(C)CCCN=C=NCC.[CH2:56]([CH2:58][NH2:59])[OH:57]. The catalyst is CN(C=O)C.C1COCC1. The product is [OH:57][CH2:56][CH2:58][NH:59][C:15](=[O:16])[CH2:14][O:13][C:7]1[N:6]=[C:5]2[S:4][C:3]([C:18](=[O:23])[NH:19][CH:20]3[CH2:21][CH2:22]3)=[C:2]([NH2:1])[C:10]2=[C:9]([CH3:11])[C:8]=1[Cl:12]. The yield is 0.340. (3) The reactants are C[O:2][C:3](=[O:30])[CH2:4][CH2:5][N:6]1[CH2:11][CH2:10][N:9]([C:12]2[CH:17]=[CH:16][C:15]([O:18][C:19]3[CH:24]=[CH:23][C:22]([C:25]4[CH:29]=[CH:28][S:27][CH:26]=4)=[CH:21][CH:20]=3)=[CH:14][CH:13]=2)[CH2:8][CH2:7]1.[OH-].[Na+:32]. No catalyst specified. The product is [Na+:32].[S:27]1[CH:28]=[CH:29][C:25]([C:22]2[CH:21]=[CH:20][C:19]([O:18][C:15]3[CH:14]=[CH:13][C:12]([N:9]4[CH2:8][CH2:7][N:6]([CH2:5][CH2:4][C:3]([O-:30])=[O:2])[CH2:11][CH2:10]4)=[CH:17][CH:16]=3)=[CH:24][CH:23]=2)=[CH:26]1. The yield is 0.860.